From a dataset of Catalyst prediction with 721,799 reactions and 888 catalyst types from USPTO. Predict which catalyst facilitates the given reaction. (1) Product: [Br:5][CH2:1][C:27]1[CH:28]=[C:29]([C:32]([F:34])([F:35])[F:33])[CH:30]=[CH:31][C:26]=1[I:25]. The catalyst class is: 2. Reactant: [C:1]([Br:5])(Br)(Br)Br.C1(P(C2C=CC=CC=2)C2C=CC=CC=2)C=CC=CC=1.[I:25][C:26]1[CH:31]=[CH:30][C:29]([C:32]([F:35])([F:34])[F:33])=[CH:28][C:27]=1CO. (2) Reactant: [CH2:1]1[S:7][C:5](=[O:6])[NH:4][C:2]1=[O:3].C([N-]C(C)C)(C)C.[Li+].Br[CH2:17][C:18]1[CH:19]=[CH:20][C:21]([Cl:33])=[C:22]([CH:32]=1)[O:23][C:24]1[N:28]([CH3:29])[N:27]=[C:26]([CH3:30])[C:25]=1[CH3:31].O. Product: [Cl:33][C:21]1[CH:20]=[CH:19][C:18]([CH2:17][CH:1]2[S:7][C:5](=[O:6])[NH:4][C:2]2=[O:3])=[CH:32][C:22]=1[O:23][C:24]1[N:28]([CH3:29])[N:27]=[C:26]([CH3:30])[C:25]=1[CH3:31]. The catalyst class is: 7.